Dataset: Full USPTO retrosynthesis dataset with 1.9M reactions from patents (1976-2016). Task: Predict the reactants needed to synthesize the given product. (1) Given the product [Br:9][C:6]1[CH:7]=[CH:8][C:3]([O:12][CH2:10][CH3:11])=[N:4][CH:5]=1, predict the reactants needed to synthesize it. The reactants are: [Na].Br[C:3]1[CH:8]=[CH:7][C:6]([Br:9])=[CH:5][N:4]=1.[CH2:10]([OH:12])[CH3:11]. (2) Given the product [CH2:23]([O:25][C:26](=[O:40])[C:27]1[C:32]([NH2:33])=[CH:31][CH:30]=[C:29]([C:34]2[CH2:38][CH2:37][CH2:36][C:35]=2[C:9]2[CH:10]=[C:11]([C:14]([F:17])([F:16])[F:15])[CH:12]=[CH:13][C:8]=2[O:7][CH2:6][C:5]2[CH:21]=[CH:22][C:2]([F:1])=[CH:3][CH:4]=2)[CH:28]=1)[CH3:24], predict the reactants needed to synthesize it. The reactants are: [F:1][C:2]1[CH:22]=[CH:21][C:5]([CH2:6][O:7][C:8]2[CH:13]=[CH:12][C:11]([C:14]([F:17])([F:16])[F:15])=[CH:10][C:9]=2B(O)O)=[CH:4][CH:3]=1.[CH2:23]([O:25][C:26](=[O:40])[C:27]1[C:32]([NH2:33])=[CH:31][CH:30]=[C:29]([C:34]2[CH2:38][CH2:37][CH2:36][C:35]=2Br)[CH:28]=1)[CH3:24]. (3) Given the product [N:1]1[S:5][N:4]=[C:3]2[C:6]([NH:10][CH:16]3[CH2:15][CH2:14][C:13]([C:20]4[CH:21]=[CH:22][CH:23]=[CH:24][CH:25]=4)([N:12]([CH3:26])[CH3:11])[CH2:18][CH2:17]3)=[CH:7][CH:8]=[CH:9][C:2]=12.[ClH:45].[ClH:45].[N:1]1[S:5][N:4]=[C:3]2[C:6]([NH:10][CH:16]3[CH2:15][CH2:14][C:13]([C:20]4[CH:21]=[CH:22][CH:23]=[CH:24][CH:25]=4)([N:12]([CH3:26])[CH3:11])[CH2:18][CH2:17]3)=[CH:7][CH:8]=[CH:9][C:2]=12, predict the reactants needed to synthesize it. The reactants are: [N:1]1[S:5][N:4]=[C:3]2[C:6]([NH2:10])=[CH:7][CH:8]=[CH:9][C:2]=12.[CH3:11][N:12]([CH3:26])[C:13]1([C:20]2[CH:25]=[CH:24][CH:23]=[CH:22][CH:21]=2)[CH2:18][CH2:17][C:16](=O)[CH2:15][CH2:14]1.C(O)(=O)C.C(O[BH-](OC(=O)C)OC(=O)C)(=O)C.[Na+].[Cl:45]CCCl. (4) Given the product [C:42]([C:44]1[CH:45]=[C:46]([S:50]([N:15]2[C:11]([C:10]3[C:5]([C:3]#[N:4])=[N:6][CH:7]=[CH:8][CH:9]=3)=[C:12]([F:26])[C:13]([CH2:16][N:17]([CH3:25])[C:18](=[O:24])[O:19][C:20]([CH3:22])([CH3:23])[CH3:21])=[CH:14]2)(=[O:52])=[O:51])[CH:47]=[CH:48][CH:49]=1)#[N:43], predict the reactants needed to synthesize it. The reactants are: [H-].[Na+].[C:3]([C:5]1[C:10]([C:11]2[NH:15][CH:14]=[C:13]([CH2:16][N:17]([CH3:25])[C:18](=[O:24])[O:19][C:20]([CH3:23])([CH3:22])[CH3:21])[C:12]=2[F:26])=[CH:9][CH:8]=[CH:7][N:6]=1)#[N:4].C1OCCOCCOCCOCCOC1.[C:42]([C:44]1[CH:45]=[C:46]([S:50](Cl)(=[O:52])=[O:51])[CH:47]=[CH:48][CH:49]=1)#[N:43]. (5) Given the product [CH3:1][CH2:2][CH2:3][C:4]1[N:12]([CH2:13][C:14]2[CH:15]=[CH:16][C:17]([C:20]3[CH:21]=[CH:22][CH:23]=[CH:24][C:25]=3[C:26]([OH:28])=[O:27])=[CH:18][CH:19]=2)[C:11]2[CH:10]=[C:9]([C:29]3[N:37]([CH3:38])[C:36]4[CH:35]=[CH:34][CH:33]=[CH:32][C:31]=4[N:30]=3)[CH:8]=[C:7]([CH3:39])[C:6]=2[N:5]=1.[CH3:38][N:37]1[C:36]2[CH:35]=[CH:34][CH:33]=[CH:32][C:31]=2[N:30]=[C:29]1[C:9]1[CH:8]=[C:7]([CH3:39])[C:6]2[N:5]=[C:4]([CH2:3][CH2:2][CH3:1])[N:12]([CH2:41][C:42]3[CH:47]=[CH:46][C:45]([C:48]4[C:49]([C:54]#[N:55])=[CH:50][CH:51]=[CH:52][CH:53]=4)=[CH:44][CH:43]=3)[C:11]=2[CH:10]=1, predict the reactants needed to synthesize it. The reactants are: [CH3:1][CH2:2][CH2:3][C:4]1[N:12]([CH2:13][C:14]2[CH:15]=[CH:16][C:17]([C:20]3[CH:21]=[CH:22][CH:23]=[CH:24][C:25]=3[C:26]([OH:28])=[O:27])=[CH:18][CH:19]=2)[C:11]2[CH:10]=[C:9]([C:29]3[N:37]([CH3:38])[C:36]4[CH:35]=[CH:34][CH:33]=[CH:32][C:31]=4[N:30]=3)[CH:8]=[C:7]([CH3:39])[C:6]=2[N:5]=1.Br[CH2:41][C:42]1[CH:47]=[CH:46][C:45]([C:48]2[C:49]([C:54]#[N:55])=[CH:50][CH:51]=[CH:52][CH:53]=2)=[CH:44][CH:43]=1. (6) The reactants are: [ClH:1].FC(F)(F)C1C=CC=CC=1O[C@H]1CCNC1.[OH:18][C@@H:19]1[CH2:23][CH2:22][N:21](C(OC(C)(C)C)=O)[CH2:20]1.[Br:31][C:32]1[CH:37]=[C:36]([F:38])[CH:35]=[CH:34][C:33]=1O. Given the product [ClH:1].[Br:31][C:32]1[CH:37]=[C:36]([F:38])[CH:35]=[CH:34][C:33]=1[O:18][C@H:19]1[CH2:23][CH2:22][NH:21][CH2:20]1, predict the reactants needed to synthesize it. (7) Given the product [CH3:14][O:15][C:16](=[O:22])[C@@H:17]1[CH2:21][CH2:20][CH2:19][N:18]1[C:28](=[O:29])[CH2:27][N:26]([CH2:23][CH:24]=[CH2:25])[C:31]([O:33][CH2:34][C:35]1[CH:40]=[CH:39][CH:38]=[CH:37][CH:36]=1)=[O:32], predict the reactants needed to synthesize it. The reactants are: Cl.CN(C)CCCN=C=NCC.Cl.[CH3:14][O:15][C:16](=[O:22])[C@@H:17]1[CH2:21][CH2:20][CH2:19][NH:18]1.[CH2:23]([N:26]([C:31]([O:33][CH2:34][C:35]1[CH:40]=[CH:39][CH:38]=[CH:37][CH:36]=1)=[O:32])[CH2:27][C:28](O)=[O:29])[CH:24]=[CH2:25].C(N(CC)CC)C. (8) Given the product [CH3:11][NH:7][CH2:8][CH2:10][O:16][C:17]1[CH:22]=[CH:21][CH:20]=[C:19]([C:23]([F:24])([F:25])[F:26])[CH:18]=1, predict the reactants needed to synthesize it. The reactants are: Cl.CN.C([N:7]([CH2:11]C)[CH:8]([CH3:10])C)(C)C.BrCC[O:16][C:17]1[CH:18]=[C:19]([C:23]([F:26])([F:25])[F:24])[CH:20]=[CH:21][CH:22]=1. (9) Given the product [CH2:1]([O:3][C:4](=[O:20])/[CH:5]=[CH:6]/[C:7]1[CH:12]=[CH:11][C:10]([N:13]2[CH2:18][CH2:17][CH:16]([NH:21][CH2:22][C@H:23]([OH:24])[C:25]3[CH:26]=[CH:27][C:28]([OH:36])=[C:29]([NH:31][S:32]([CH3:35])(=[O:34])=[O:33])[CH:30]=3)[CH2:15][CH2:14]2)=[CH:9][CH:8]=1)[CH3:2], predict the reactants needed to synthesize it. The reactants are: [CH2:1]([O:3][C:4](=[O:20])/[CH:5]=[CH:6]/[C:7]1[CH:12]=[CH:11][C:10]([N:13]2[CH2:18][CH2:17][C:16](=O)[CH2:15][CH2:14]2)=[CH:9][CH:8]=1)[CH3:2].[NH2:21][CH2:22][C@@H:23]([C:25]1[CH:26]=[CH:27][C:28]([OH:36])=[C:29]([NH:31][S:32]([CH3:35])(=[O:34])=[O:33])[CH:30]=1)[OH:24]. (10) Given the product [CH2:1]([O:3][C:4]([C@H:6]1[CH2:10][CH2:9][C:8](=[O:11])[N:7]1[CH2:12][C:13]1[CH:18]=[C:17]([O:19][CH3:20])[C:16]([C:21]([CH3:24])([CH3:23])[CH3:22])=[CH:15][C:14]=1[C:39]1[C:34]([O:33][CH2:26][C:27]2[CH:28]=[CH:29][CH:30]=[CH:31][CH:32]=2)=[N:35][CH:36]=[CH:37][CH:38]=1)=[O:5])[CH3:2], predict the reactants needed to synthesize it. The reactants are: [CH2:1]([O:3][C:4]([C@H:6]1[CH2:10][CH2:9][C:8](=[O:11])[N:7]1[CH2:12][C:13]1[CH:18]=[C:17]([O:19][CH3:20])[C:16]([C:21]([CH3:24])([CH3:23])[CH3:22])=[CH:15][C:14]=1Br)=[O:5])[CH3:2].[CH2:26]([O:33][C:34]1[C:39](B(O)O)=[CH:38][CH:37]=[CH:36][N:35]=1)[C:27]1[CH:32]=[CH:31][CH:30]=[CH:29][CH:28]=1.C([O-])([O-])=O.[Na+].[Na+].